Dataset: Reaction yield outcomes from USPTO patents with 853,638 reactions. Task: Predict the reaction yield, written as a fraction of the theoretical maximum amount of product (1.0 means a 100% yield; for example, 0.34 means a 34% yield). The reactants are [CH:1]1([C@H:5]([NH:13][C:14]([C:16]2[C:21]([CH3:22])=[CH:20][C:19](=[O:23])[N:18]([C:24]3[CH:29]=[CH:28][CH:27]=[CH:26][CH:25]=3)[C:17]=2[CH3:30])=[O:15])[C:6]2[CH:11]=[CH:10][CH:9]=[C:8]([F:12])[CH:7]=2)[CH2:4][CH2:3][CH2:2]1.[Cl:31]N1C(=O)CCC1=O.CN(C)C=O. The product is [CH:1]1([C@H:5]([NH:13][C:14]([C:16]2[C:21]([CH3:22])=[C:20]([Cl:31])[C:19](=[O:23])[N:18]([C:24]3[CH:25]=[CH:26][CH:27]=[CH:28][CH:29]=3)[C:17]=2[CH3:30])=[O:15])[C:6]2[CH:11]=[CH:10][CH:9]=[C:8]([F:12])[CH:7]=2)[CH2:4][CH2:3][CH2:2]1. No catalyst specified. The yield is 0.670.